Task: Predict the reaction yield, written as a fraction of the theoretical maximum amount of product (1.0 means a 100% yield; for example, 0.34 means a 34% yield).. Dataset: Reaction yield outcomes from USPTO patents with 853,638 reactions (1) The reactants are [F:1][C:2]1[CH:3]=[CH:4][C:5]2=[C:6]([CH:37]=1)[O:7][CH2:8][C:9]1[CH:19]=[C:18]([C:20]([C:22]3[N:26]4[CH:27]=[CH:28][C:29]([C:31]([F:34])([F:33])[F:32])=[CH:30][C:25]4=[N:24][C:23]=3[O:35][CH3:36])=[O:21])[CH:17]=[CH:16][C:10]=1/[C:11]/2=[C:12](/[CH3:15])\[C:13]#[N:14].[BH4-].[Li+].O. The catalyst is C(O)C.C1COCC1. The product is [F:1][C:2]1[CH:3]=[CH:4][C:5]2=[C:6]([CH:37]=1)[O:7][CH2:8][C:9]1[CH:19]=[C:18]([CH:20]([OH:21])[C:22]3[N:26]4[CH:27]=[CH:28][C:29]([C:31]([F:34])([F:33])[F:32])=[CH:30][C:25]4=[N:24][C:23]=3[O:35][CH3:36])[CH:17]=[CH:16][C:10]=1/[C:11]/2=[C:12](/[CH3:15])\[C:13]#[N:14]. The yield is 1.00. (2) The reactants are CON(C)[C:4]([CH:6]1[CH2:11][CH2:10][N:9]([C:12]2[CH:17]=[CH:16][C:15]([Cl:18])=[CH:14][N:13]=2)[CH2:8][CH2:7]1)=[O:5].[Br-].O.Cl. The catalyst is O1CCCC1. The product is [Cl:18][C:15]1[CH:16]=[CH:17][C:12]([N:9]2[CH2:8][CH2:7][CH:6]([C:4](=[O:5])[CH2:8][CH2:7][CH:6]=[CH2:4])[CH2:11][CH2:10]2)=[N:13][CH:14]=1. The yield is 0.930. (3) The reactants are [N:1]1([CH2:7][C:8]2[CH:13]=[CH:12][C:11]([C:14]#[C:15][C:16]3[CH:23]=[CH:22][C:19]([C:20]#N)=[CH:18][CH:17]=3)=[CH:10][CH:9]=2)[CH2:6][CH2:5][O:4][CH2:3][CH2:2]1.[Li+].[OH-:25].[OH2:26]. The catalyst is O1CCOCC1. The product is [N:1]1([CH2:7][C:8]2[CH:13]=[CH:12][C:11]([C:14]#[C:15][C:16]3[CH:23]=[CH:22][C:19]([C:20]([OH:26])=[O:25])=[CH:18][CH:17]=3)=[CH:10][CH:9]=2)[CH2:6][CH2:5][O:4][CH2:3][CH2:2]1. The yield is 0.710. (4) The reactants are [CH3:1][O:2][C:3]1[CH:4]=[C:5]2[C:10](=[C:11]([NH2:13])[CH:12]=1)[N:9]=[CH:8][CH:7]=[CH:6]2.Cl[S:15]([OH:18])(=O)=[O:16].P(Cl)(Cl)(Cl)(Cl)Cl.CCN(C(C)C)C(C)C.[F:34][C:35]1[CH:41]=[CH:40][CH:39]=[C:38]([F:42])[C:36]=1[NH2:37]. No catalyst specified. The product is [F:34][C:35]1[CH:41]=[CH:40][CH:39]=[C:38]([F:42])[C:36]=1[NH:37][S:15]([NH:13][C:11]1[CH:12]=[C:3]([O:2][CH3:1])[CH:4]=[C:5]2[C:10]=1[N:9]=[CH:8][CH:7]=[CH:6]2)(=[O:18])=[O:16]. The yield is 0.0400. (5) The reactants are I.[CH2:2]([N:6]1[CH:10]=[C:9]([C:11]([CH3:14])([CH3:13])[CH3:12])[S:8][C:7]1=[NH:15])[CH2:3][CH2:4][CH3:5].[Cl:16][C:17]1[CH:18]=[CH:19][C:20]([F:26])=[C:21]([CH:25]=1)[C:22](O)=[O:23].CCN=C=NCCCN(C)C.C1C=CC2N(O)N=NC=2C=1. The catalyst is CN(C1C=CN=CC=1)C.N1C=CC=CC=1. The product is [C:11]([C:9]1[S:8]/[C:7](=[N:15]\[C:22](=[O:23])[C:21]2[CH:25]=[C:17]([Cl:16])[CH:18]=[CH:19][C:20]=2[F:26])/[N:6]([CH2:2][CH2:3][CH2:4][CH3:5])[CH:10]=1)([CH3:14])([CH3:13])[CH3:12]. The yield is 0.610. (6) The reactants are [CH:1]1[C:13]2[CH:12]([CH2:14][O:15][C:16]([NH:18][C@@H:19]([CH:30]([CH3:32])[CH3:31])[C:20](ON3C(=O)CCC3=O)=[O:21])=[O:17])[C:11]3[C:6](=[CH:7][CH:8]=[CH:9][CH:10]=3)[C:5]=2[CH:4]=[CH:3][CH:2]=1.[NH2:33][C@@H:34]([CH2:68][CH2:69][CH2:70][NH:71][C:72]([NH2:74])=[O:73])[C:35]([NH:37][C:38]1[CH:67]=[CH:66][C:41]([CH2:42][O:43][C:44]2[C:45]3[CH:65]=[CH:64][CH:63]=[CH:62][C:46]=3[C:47]3[C@H:48]([CH2:60][Cl:61])[CH2:49][N:50]([C:53]([O:55][C:56]([CH3:59])([CH3:58])[CH3:57])=[O:54])[C:51]=3[CH:52]=2)=[CH:40][CH:39]=1)=[O:36]. The catalyst is CC(N(C)C)=O.C(Cl)Cl.CO. The product is [CH:10]1[C:11]2[CH:12]([CH2:14][O:15][C:16]([NH:18][C@@H:19]([CH:30]([CH3:32])[CH3:31])[C:20]([NH:33][C@@H:34]([CH2:68][CH2:69][CH2:70][NH:71][C:72]([NH2:74])=[O:73])[C:35]([NH:37][C:38]3[CH:39]=[CH:40][C:41]([CH2:42][O:43][C:44]4[C:45]5[CH:65]=[CH:64][CH:63]=[CH:62][C:46]=5[C:47]5[C@H:48]([CH2:60][Cl:61])[CH2:49][N:50]([C:53]([O:55][C:56]([CH3:58])([CH3:57])[CH3:59])=[O:54])[C:51]=5[CH:52]=4)=[CH:66][CH:67]=3)=[O:36])=[O:21])=[O:17])[C:13]3[C:5](=[CH:4][CH:3]=[CH:2][CH:1]=3)[C:6]=2[CH:7]=[CH:8][CH:9]=1. The yield is 0.850. (7) The reactants are N1CCCCC1.[C:7](/[C:9](=[N:13]/OS(C1C=CC(C)=CC=1)(=O)=O)/[C:10]([NH2:12])=[O:11])#[N:8].[SH:25][CH2:26][C:27]([O:29][CH2:30][CH3:31])=[O:28]. The catalyst is C(O)C. The product is [NH2:8][C:7]1[C:9]([C:10](=[O:11])[NH2:12])=[N:13][S:25][C:26]=1[C:27]([O:29][CH2:30][CH3:31])=[O:28]. The yield is 0.580.